This data is from Forward reaction prediction with 1.9M reactions from USPTO patents (1976-2016). The task is: Predict the product of the given reaction. (1) Given the reactants Br[C:2]1[CH:3]=[N:4][CH:5]=[C:6]2[C:11]=1[N:10]=[C:9]([C:12]([OH:14])=[O:13])[CH:8]=[CH:7]2.[CH3:15][N:16]1[CH:20]=[C:19]([C:21]2[CH:26]=[CH:25][C:24](B3OC(C)(C)C(C)(C)O3)=[CH:23][CH:22]=2)[CH:18]=[N:17]1.C(=O)([O-])[O-].[Na+].[Na+], predict the reaction product. The product is: [CH3:15][N:16]1[CH:20]=[C:19]([C:21]2[CH:22]=[CH:23][C:24]([C:2]3[CH:3]=[N:4][CH:5]=[C:6]4[C:11]=3[N:10]=[C:9]([C:12]([OH:14])=[O:13])[CH:8]=[CH:7]4)=[CH:25][CH:26]=2)[CH:18]=[N:17]1. (2) Given the reactants [CH2:1]([C:3]1[CH:4]=[C:5]([NH:10][CH:11]2[CH2:16][CH2:15][N:14]([C@H:17]3[CH2:22][CH2:21][C@H:20]([O:23][CH2:24][CH2:25][CH3:26])[CH2:19][CH2:18]3)[CH2:13][CH2:12]2)[C:6]([NH2:9])=[CH:7][CH:8]=1)[CH3:2].C(N(C(C)C)CC)(C)C.[Cl:36][C:37](Cl)([O:39]C(=O)OC(Cl)(Cl)Cl)Cl.Cl.CCOCC, predict the reaction product. The product is: [ClH:36].[CH2:1]([C:3]1[CH:8]=[CH:7][C:6]2[NH:9][C:37](=[O:39])[N:10]([CH:11]3[CH2:16][CH2:15][N:14]([C@H:17]4[CH2:22][CH2:21][C@H:20]([O:23][CH2:24][CH2:25][CH3:26])[CH2:19][CH2:18]4)[CH2:13][CH2:12]3)[C:5]=2[CH:4]=1)[CH3:2]. (3) The product is: [F:28][C:23]1[CH:24]=[C:25]2[C:20](=[CH:21][CH:22]=1)[N:19]=[C:18]([N:4]1[CH2:3][CH:2]([CH3:1])[CH:8]([CH3:9])[N:7]([C:10]([O:12][C:13]([CH3:14])([CH3:16])[CH3:15])=[O:11])[CH2:6][CH2:5]1)[N:27]=[CH:26]2. Given the reactants [CH3:1][CH:2]1[CH:8]([CH3:9])[N:7]([C:10]([O:12][C:13]([CH3:16])([CH3:15])[CH3:14])=[O:11])[CH2:6][CH2:5][NH:4][CH2:3]1.Cl[C:18]1[N:27]=[CH:26][C:25]2[C:20](=[CH:21][CH:22]=[C:23]([F:28])[CH:24]=2)[N:19]=1.C(N(CC)CC)C, predict the reaction product. (4) Given the reactants C(NC(C)C)(C)C.CCCCCC.C([Li])CCC.C([N:21]([CH2:32][CH3:33])[C:22](=[O:31])[C:23]1[CH:28]=[CH:27][CH:26]=[C:25]([CH3:29])[C:24]=1[CH3:30])C.[CH2:34]([N:41]1[CH2:45]C[CH:43](C#N)[CH2:42]1)[C:35]1[CH:40]=[CH:39][CH:38]=[CH:37][CH:36]=1, predict the reaction product. The product is: [CH2:34]([N:41]1[CH2:42][CH2:43][CH:33]([C:32]2[NH:21][C:22](=[O:31])[C:23]3[C:24]([CH:30]=2)=[C:25]([CH3:29])[CH:26]=[CH:27][CH:28]=3)[CH2:45]1)[C:35]1[CH:40]=[CH:39][CH:38]=[CH:37][CH:36]=1. (5) Given the reactants [Cl:1][C:2]1[CH:7]=[CH:6][C:5]([CH3:8])=[CH:4][C:3]=1[N+:9]([O-])=O.Cl.C([O-])(O)=O.[Na+], predict the reaction product. The product is: [Cl:1][C:2]1[CH:7]=[CH:6][C:5]([CH3:8])=[CH:4][C:3]=1[NH2:9]. (6) Given the reactants Br[CH:2]1[CH2:17][CH2:16][C:5]2=[C:6]([C:11]([O:13][CH2:14][CH3:15])=[O:12])[O:7][C:8]([S:9][CH3:10])=[C:4]2[C:3]1=O.[C:19]([NH2:27])(=[S:26])[C:20]1[CH:25]=[CH:24][CH:23]=[CH:22][CH:21]=1.C(O)C, predict the reaction product. The product is: [CH3:10][S:9][C:8]1[O:7][C:6]([C:11]([O:13][CH2:14][CH3:15])=[O:12])=[C:5]2[C:4]=1[C:3]1[N:27]=[C:19]([C:20]3[CH:25]=[CH:24][CH:23]=[CH:22][CH:21]=3)[S:26][C:2]=1[CH2:17][CH2:16]2.